Dataset: Catalyst prediction with 721,799 reactions and 888 catalyst types from USPTO. Task: Predict which catalyst facilitates the given reaction. (1) Reactant: [OH:1][C@@:2]1([C:33]([F:36])([F:35])[F:34])[C:14]2[CH:13]=[C:12]([O:15][CH2:16][CH2:17][C:18]([OH:21])([CH3:20])[CH3:19])[CH:11]=[C:10]([C:22]3[CH:23]=[N:24][N:25]([C:27]([CH3:32])([CH3:31])[C:28]([NH2:30])=[O:29])[CH:26]=3)[C:9]=2[C:8]2[C:3]1=[CH:4][CH:5]=[CH:6][CH:7]=2.O.CCCCCC. Product: [OH2:1].[OH:1][C@@:2]1([C:33]([F:35])([F:36])[F:34])[C:14]2[CH:13]=[C:12]([O:15][CH2:16][CH2:17][C:18]([OH:21])([CH3:19])[CH3:20])[CH:11]=[C:10]([C:22]3[CH:23]=[N:24][N:25]([C:27]([CH3:31])([CH3:32])[C:28]([NH2:30])=[O:29])[CH:26]=3)[C:9]=2[C:8]2[C:3]1=[CH:4][CH:5]=[CH:6][CH:7]=2. The catalyst class is: 13. (2) The catalyst class is: 2. Product: [OH:36][C@@H:34]([C@@H:32]1[CH2:31][O:30][C:29]([C:27]2[NH:28][C:24]([C:9]3[CH:8]=[C:7]([CH:12]=[C:11]([O:13][C:14]4[CH:19]=[N:18][C:17]([S:20]([CH3:23])(=[O:22])=[O:21])=[CH:16][N:15]=4)[CH:10]=3)[O:6][C@@H:4]([CH3:5])[CH2:3][OH:2])=[CH:25][CH:26]=2)=[N:33]1)[CH3:35]. Reactant: C[O:2][CH2:3][C@@H:4]([O:6][C:7]1[CH:8]=[C:9]([C:24]2[NH:28][C:27]([C:29]3[O:30][CH2:31][C@@H:32]([C@H:34]([OH:36])[CH3:35])[N:33]=3)=[CH:26][CH:25]=2)[CH:10]=[C:11]([O:13][C:14]2[CH:19]=[N:18][C:17]([S:20]([CH3:23])(=[O:22])=[O:21])=[CH:16][N:15]=2)[CH:12]=1)[CH3:5].B(Br)(Br)Br.C(=O)([O-])O.[Na+].